This data is from Catalyst prediction with 721,799 reactions and 888 catalyst types from USPTO. The task is: Predict which catalyst facilitates the given reaction. (1) Reactant: C(Cl)Cl.Cl.Cl.[Cl:6][C:7]1[C:8]([CH:18]([S:27]([C:30]2[CH:35]=[CH:34][C:33]([Cl:36])=[CH:32][CH:31]=2)(=[O:29])=[O:28])[C:19]2[CH:24]=[C:23]([F:25])[CH:22]=[CH:21][C:20]=2[F:26])=[CH:9][C:10]([NH:13][CH2:14][CH2:15][CH2:16][NH2:17])=[N:11][CH:12]=1.C(N(CC)CC)C.[CH3:44][S:45](Cl)(=[O:47])=[O:46]. Product: [Cl:6][C:7]1[C:8]([CH:18]([S:27]([C:30]2[CH:31]=[CH:32][C:33]([Cl:36])=[CH:34][CH:35]=2)(=[O:28])=[O:29])[C:19]2[CH:24]=[C:23]([F:25])[CH:22]=[CH:21][C:20]=2[F:26])=[CH:9][C:10]([NH:13][CH2:14][CH2:15][CH2:16][NH:17][S:45]([CH3:44])(=[O:47])=[O:46])=[N:11][CH:12]=1. The catalyst class is: 28. (2) Reactant: C(=O)([O-])[O-].[K+].[K+].[S:7]1[CH:11]=[CH:10][CH:9]=[C:8]1B(O)O.Br[C:16]1[O:34][C:19]2[N:20]=[CH:21][N:22]=[C:23]([NH:24][CH2:25][CH2:26][CH2:27][CH2:28][CH2:29][C:30]([O:32][CH3:33])=[O:31])[C:18]=2[C:17]=1[C:35]1[CH:40]=[CH:39][C:38]([O:41][CH3:42])=[CH:37][CH:36]=1. Product: [CH3:42][O:41][C:38]1[CH:39]=[CH:40][C:35]([C:17]2[C:18]3[C:23]([NH:24][CH2:25][CH2:26][CH2:27][CH2:28][CH2:29][C:30]([O:32][CH3:33])=[O:31])=[N:22][CH:21]=[N:20][C:19]=3[O:34][C:16]=2[C:8]2[S:7][CH:11]=[CH:10][CH:9]=2)=[CH:36][CH:37]=1. The catalyst class is: 438. (3) Reactant: C([N:3]([CH2:6]/[CH:7]=[CH:8]/[C:9]([O:11][CH2:12][CH3:13])=[O:10])C=O)=O.[C:14]([OH:20])([C:16]([F:19])([F:18])[F:17])=[O:15]. Product: [F:17][C:16]([F:19])([F:18])[C:14]([OH:20])=[O:15].[NH2:3][CH2:6]/[CH:7]=[CH:8]/[C:9]([O:11][CH2:12][CH3:13])=[O:10]. The catalyst class is: 14. (4) Reactant: [C:1]([O:5][C:6](=[O:16])[NH:7][C:8]1[C:9]([CH:14]=[O:15])=[N:10][CH:11]=[CH:12][CH:13]=1)([CH3:4])([CH3:3])[CH3:2].[BH4-].[Na+].C([O-])(O)=O.[Na+]. Product: [C:1]([O:5][C:6](=[O:16])[NH:7][C:8]1[C:9]([CH2:14][OH:15])=[N:10][CH:11]=[CH:12][CH:13]=1)([CH3:4])([CH3:2])[CH3:3]. The catalyst class is: 5. (5) Reactant: [NH2:1][C:2]1[C:7]([C:8]2[CH:9]=[C:10]3[C:14](=[CH:15][CH:16]=2)[N:13](C(OC(C)(C)C)=O)[N:12]=[CH:11]3)=[C:6]([CH2:24][CH3:25])[C:5]([C:26]2[CH:31]=[CH:30][C:29]([OH:32])=[CH:28][CH:27]=2)=[CH:4][N:3]=1.Cl.CCOC(C)=O. Product: [NH2:1][C:2]1[N:3]=[CH:4][C:5]([C:26]2[CH:27]=[CH:28][C:29]([OH:32])=[CH:30][CH:31]=2)=[C:6]([CH2:24][CH3:25])[C:7]=1[C:8]1[CH:9]=[C:10]2[C:14](=[CH:15][CH:16]=1)[NH:13][N:12]=[CH:11]2. The catalyst class is: 25. (6) Reactant: Br[C:2]1[CH:3]=[C:4]2[C:9](=[CH:10][CH:11]=1)[NH:8][C:7](=[O:12])[C:6]([C:13](=[O:22])[CH:14]=[CH:15][C:16]1[CH:21]=[CH:20][CH:19]=[CH:18][CH:17]=1)=[C:5]2[C:23]1[CH:24]=[N:25][CH:26]=[CH:27][CH:28]=1.[CH3:29][C:30]1[C:34](B(O)O)=[C:33]([CH3:38])[O:32][N:31]=1.CN(C1CCCCC1)C1CCCCC1.[OH-].[Na+]. Product: [C:13]([C:6]1[C:7](=[O:12])[NH:8][C:9]2[C:4]([C:5]=1[C:23]1[CH:24]=[N:25][CH:26]=[CH:27][CH:28]=1)=[CH:3][C:2]([C:34]1[C:30]([CH3:29])=[N:31][O:32][C:33]=1[CH3:38])=[CH:11][CH:10]=2)(=[O:22])[CH:14]=[CH:15][C:16]1[CH:21]=[CH:20][CH:19]=[CH:18][CH:17]=1. The catalyst class is: 450. (7) Reactant: [F:1][C:2]([F:22])([F:21])[C:3]1[CH:20]=[CH:19][C:6]([O:7][C:8]2[C:17]3[C:12](=[C:13]([NH2:18])[CH:14]=[CH:15][CH:16]=3)[N:11]=[CH:10][CH:9]=2)=[CH:5][CH:4]=1.[Cl:23][C:24]1[C:29]([C:30](O)=[O:31])=[C:28]([F:33])[C:27]([CH2:34][NH:35][C:36](=[O:41])[C:37]([CH3:40])([CH3:39])[CH3:38])=[CH:26][CH:25]=1.C(Cl)(=O)C(Cl)=O.CCN(C(C)C)C(C)C. Product: [Cl:23][C:24]1[C:29]([C:30]([NH:18][C:13]2[CH:14]=[CH:15][CH:16]=[C:17]3[C:12]=2[N:11]=[CH:10][CH:9]=[C:8]3[O:7][C:6]2[CH:19]=[CH:20][C:3]([C:2]([F:1])([F:21])[F:22])=[CH:4][CH:5]=2)=[O:31])=[C:28]([F:33])[C:27]([CH2:34][NH:35][C:36](=[O:41])[C:37]([CH3:39])([CH3:38])[CH3:40])=[CH:26][CH:25]=1. The catalyst class is: 85. (8) Reactant: [CH3:1][N:2]([N:4]=[N:5][C:6]1[C:10]2[CH2:11][CH2:12][CH2:13][CH2:14][C:9]=2[Se:8][C:7]=1[C:15]([O-:17])=[O:16])[CH3:3].[OH-].[Na+]. Product: [CH3:3][N:2]([N:4]=[N:5][C:6]1[C:10]2[CH2:11][CH2:12][CH2:13][CH2:14][C:9]=2[Se:8][C:7]=1[C:15]([OH:17])=[O:16])[CH3:1]. The catalyst class is: 24. (9) Reactant: [O:1]1[CH2:5][CH2:4][O:3][CH:2]1[C:6]1[S:10][C:9]([CH2:11][CH3:12])=[C:8]([CH:13]=[O:14])[CH:7]=1.[CH:15]1([Mg]Br)[CH2:20][CH2:19][CH2:18][CH2:17][CH2:16]1.O1CCCC1.O. Product: [CH:15]1([CH:13]([C:8]2[CH:7]=[C:6]([CH:2]3[O:3][CH2:4][CH2:5][O:1]3)[S:10][C:9]=2[CH2:11][CH3:12])[OH:14])[CH2:20][CH2:19][CH2:18][CH2:17][CH2:16]1. The catalyst class is: 7.